From a dataset of Reaction yield outcomes from USPTO patents with 853,638 reactions. Predict the reaction yield, written as a fraction of the theoretical maximum amount of product (1.0 means a 100% yield; for example, 0.34 means a 34% yield). The reactants are Br[C:2]1[CH:3]=[N:4][CH:5]=[C:6]([Br:8])[CH:7]=1.[CH2:9]([OH:11])[CH3:10]. No catalyst specified. The product is [Br:8][C:6]1[CH:5]=[N:4][CH:3]=[C:2]([O:11][CH2:9][CH3:10])[CH:7]=1. The yield is 0.690.